Dataset: Experimentally validated miRNA-target interactions with 360,000+ pairs, plus equal number of negative samples. Task: Binary Classification. Given a miRNA mature sequence and a target amino acid sequence, predict their likelihood of interaction. (1) The miRNA is hsa-miR-643 with sequence ACUUGUAUGCUAGCUCAGGUAG. The protein sequence of the target gene is MASAARLTMMWEEVTCPICLDPFVEPVSIECGHSFCQECISQVGKGGGSVCPVCRQRFLLKNLRPNRQLANMVNNLKEISQEAREGTQGERCAVHGERLHLFCEKDGKALCWVCAQSRKHRDHAMVPLEEAAQEYQEKLQVALGELRRKQELAEKLEVEIAIKRADWKKTVETQKSRIHAEFVQQKNFLVEEEQRQLQELEKDEREQLRILGEKEAKLAQQSQALQELISELDRRCHSSALELLQEVIIVLERSESWNLKDLDITSPELRSVCHVPGLKKMLRTCAVHITLDPDTANPWL.... Result: 0 (no interaction). (2) The miRNA is mmu-miR-496a-3p with sequence UGAGUAUUACAUGGCCAAUCUC. The protein sequence of the target gene is MGCRCCKIIQSYLFDPVQVPSPGYVNEVNSCKLDEDDTDKLKGKWSSEVLVQKNDPQRQGSKKTESSSRTADPWEPCWPHQGPLPQGDAGGEHHACGVNGIGPAATPQPTGNSSPTQDDRGSWASTANTVPPTQPFLEGGGTRKQDCVLLASEGTQVMRNGDSRAPSEAESFALEVQDHVFQIPAPDYLQHWGPAGDNVDHNEKDCVFKNHTEDESLEGIQPPVGEHGLNTPFSVRRSWDSLNEDVETEVLSICFNEKGPVHAMPVVDSGNRQEDTHGSDGDGDGEIVDEDAAVAEALAA.... Result: 0 (no interaction). (3) The miRNA is mmu-let-7b-5p with sequence UGAGGUAGUAGGUUGUGUGGUU. The protein sequence of the target gene is MIWKRSAVLRFYSVCGLLLQGSQGQFPLTQNVTVVEGGTAILTCRVDQNDNTSLQWSNPAQQTLYFDDKKALRDNRIELVRASWHELSISVSDVSLSDEGQYTCSLFTMPVKTSKAYLTVLGVPEKPQISGFSSPVMEGDLMQLTCKTSGSKPAADIRWFKNDKEIKDVKYLKEEDANRKTFTVSSTLDFRVDRSDDGVAVICRVDHESLNATPQVAMQVLEIHYTPSVKIIPSTPFPQEGQALTLTCESKGKPLPEPVLWTKDGAELPDPDRMVVSGRELNILFLNKTDNGTYRCEATN.... Result: 1 (interaction). (4) The miRNA is hsa-miR-25-3p with sequence CAUUGCACUUGUCUCGGUCUGA. The protein sequence of the target gene is MYAKGGKGSAVPSDSQAREKLALYVYEYLLHIGAQKSAQTFLSEIRWEKNITLGEPPGFLHSWWCVFWDLYCAAPDRREACEHSGEAKAFQDYSAAAAPSPVMGSMAPGDTMAAGSMAAGFFQGPPGSQPSPHNPNAPMMGPHGQPFMSPRFPGGPRPTLRMPSQPPAGLPGSQPLLPGAMEPSPRAQGHPSMGGPMQRVTPPRGMASVGPQSYGGGMRPPPNSLAGPGLPAMNMGPGVRGPWASPSGNSIPYSSSSPGSYTGPPGGGGPPGTPIMPSPGDSTNSSENMYTIMNPIGQGA.... Result: 0 (no interaction).